Dataset: Full USPTO retrosynthesis dataset with 1.9M reactions from patents (1976-2016). Task: Predict the reactants needed to synthesize the given product. (1) Given the product [Br:8][C:9]1[CH:14]=[CH:13][C:12]([NH:15][C:1](=[O:3])[CH3:2])=[CH:11][C:10]=1[O:16][CH3:17], predict the reactants needed to synthesize it. The reactants are: [C:1](OC(=O)C)(=[O:3])[CH3:2].[Br:8][C:9]1[CH:14]=[CH:13][C:12]([NH2:15])=[CH:11][C:10]=1[O:16][CH3:17]. (2) Given the product [CH3:17][P:15]([C:12]1[CH:13]=[CH:14][C:9]([NH:8][C:4]2[CH:3]=[C:2]([NH:21][CH:24]3[CH2:25][CH2:28][CH2:29][O:30]3)[N:7]=[CH:6][N:5]=2)=[CH:10][CH:11]=1)([CH3:18])=[O:16], predict the reactants needed to synthesize it. The reactants are: Cl[C:2]1[N:7]=[CH:6][N:5]=[C:4]([NH:8][C:9]2[CH:14]=[CH:13][C:12]([P:15]([CH3:18])([CH3:17])=[O:16])=[CH:11][CH:10]=2)[CH:3]=1.C([N:21]([CH2:24][CH3:25])CC)C.Cl.N[C@H:28]1CC[O:30][CH2:29]1. (3) Given the product [NH2:7][CH:8]1[CH2:12][CH2:11][N:10]([C:13]([N:15]2[C@@:19]([C:21]3[CH:22]=[CH:23][C:24]([Cl:27])=[CH:25][CH:26]=3)([CH3:20])[C@@:18]([C:29]3[CH:30]=[CH:31][C:32]([Cl:35])=[CH:33][CH:34]=3)([CH3:28])[N:17]=[C:16]2[C:36]2[CH:37]=[N:38][C:39]([C:45]([CH3:46])([CH3:48])[CH3:47])=[CH:40][C:41]=2[O:42][CH2:43][CH3:44])=[O:14])[CH2:9]1, predict the reactants needed to synthesize it. The reactants are: C(OC(=O)[NH:7][C@H:8]1[CH2:12][CH2:11][N:10]([C:13]([N:15]2[C@@:19]([C:21]3[CH:26]=[CH:25][C:24]([Cl:27])=[CH:23][CH:22]=3)([CH3:20])[C@@:18]([C:29]3[CH:34]=[CH:33][C:32]([Cl:35])=[CH:31][CH:30]=3)([CH3:28])[N:17]=[C:16]2[C:36]2[CH:37]=[N:38][C:39]([C:45]([CH3:48])([CH3:47])[CH3:46])=[CH:40][C:41]=2[O:42][CH2:43][CH3:44])=[O:14])[CH2:9]1)(C)(C)C.S(Cl)(Cl)=O. (4) Given the product [OH:80][C:76]1[C:75]2[C:81](=[O:82])[C:83]([NH:90][CH2:91][CH:92]3[CH2:97][CH2:96][NH:95][CH2:94][CH2:93]3)=[CH:84][C:85](=[O:86])[C:74]=2[C:73]([OH:89])=[C:72]2[C:70](=[O:71])[C@:67]3([C:60]4[C:61]([OH:66])=[C:62]5[C:57]([CH:56]=[C:55](/[CH:54]=[CH:53]/[CH:52]=[CH:51]/[CH3:50])[NH:65][C:63]5=[O:64])=[CH:58][C:59]=4[CH2:69][CH2:68]3)[C:78](=[O:79])[C:77]=12, predict the reactants needed to synthesize it. The reactants are: OC1C2C(=O)C(OC)=CC(=O)C=2C(O)=C2C(=O)[C@]3(C4C(O)=C5C(C=C(/C=N/O[C@@H]6O[C@H](CO)[C@@H](O)[C@H](O)[C@H]6O)NC5=O)=CC=4CC3)C(=O)C=12.[CH3:50]/[CH:51]=[CH:52]/[CH:53]=[CH:54]/[C:55]1[NH:65][C:63](=[O:64])[C:62]2[C:57](=[CH:58][C:59]3[CH2:69][CH2:68][C:67]4([C:78](=[O:79])[C:77]5[C:72](=[C:73]([OH:89])[C:74]6[C:85](=[O:86])[CH:84]=[C:83](OC)[C:81](=[O:82])[C:75]=6[C:76]=5[OH:80])[C:70]4=[O:71])[C:60]=3[C:61]=2[OH:66])[CH:56]=1.[NH2:90][CH2:91][CH:92]1[CH2:97][CH2:96][NH:95][CH2:94][CH2:93]1.